From a dataset of Forward reaction prediction with 1.9M reactions from USPTO patents (1976-2016). Predict the product of the given reaction. Given the reactants C(OC([N:8]1[CH2:16][C@@H:15]2[C@H:10]([O:11][CH2:12][C:13]3[N:14]2[N:17]=[N:18][C:19]=3[C:20]2[CH:25]=[CH:24][CH:23]=[CH:22][C:21]=2[F:26])[CH2:9]1)=O)(C)(C)C.Cl.C1(N)C(F)=C(F)C(F)=C(N)C=1F.Cl.Cl, predict the reaction product. The product is: [F:26][C:21]1[CH:22]=[CH:23][CH:24]=[CH:25][C:20]=1[C:19]1[N:18]=[N:17][N:14]2[C:13]=1[CH2:12][O:11][C@@H:10]1[CH2:9][NH:8][CH2:16][C@@H:15]21.